This data is from Catalyst prediction with 721,799 reactions and 888 catalyst types from USPTO. The task is: Predict which catalyst facilitates the given reaction. (1) Reactant: F[C:2]1[CH:9]=[CH:8][C:5]([C:6]#[N:7])=[CH:4][C:3]=1[C:10]([F:13])([F:12])[F:11].[CH:14]([OH:17])([CH3:16])[CH3:15].CC([O-])(C)C.[K+]. Product: [CH:14]([O:17][C:2]1[CH:9]=[CH:8][C:5]([C:6]#[N:7])=[CH:4][C:3]=1[C:10]([F:13])([F:12])[F:11])([CH3:16])[CH3:15]. The catalyst class is: 1. (2) Reactant: [CH2:1]([C:3]1[CH:4]=[CH:5][C:6]([CH2:9][CH2:10][O:11][C:12]2[CH:17]=[CH:16][C:15]([N+:18]([O-])=O)=[CH:14][CH:13]=2)=[N:7][CH:8]=1)[CH3:2]. Product: [CH2:1]([C:3]1[CH:4]=[CH:5][C:6]([CH2:9][CH2:10][O:11][C:12]2[CH:13]=[CH:14][C:15]([NH2:18])=[CH:16][CH:17]=2)=[N:7][CH:8]=1)[CH3:2]. The catalyst class is: 19.